Predict the reactants needed to synthesize the given product. From a dataset of Full USPTO retrosynthesis dataset with 1.9M reactions from patents (1976-2016). (1) The reactants are: [CH2:1]([O:8][C:9]([NH:11][C@H:12]1[CH2:16][CH2:15][N:14]([C@H:17]2[CH2:22][CH2:21][C@@H:20]([NH:23]CC#N)[CH2:19][C@H:18]2[NH:27][C:28](=[O:36])[O:29][CH2:30][CH2:31][Si:32]([CH3:35])([CH3:34])[CH3:33])[C:13]1=[O:37])=[O:10])[C:2]1[CH:7]=[CH:6][CH:5]=[CH:4][CH:3]=1.C1C=C(Cl)C=C(C(OO)=[O:46])C=1.[O-]S([O-])(=S)=O.[Na+].[Na+].C([O-])(O)=O.[Na+].NO.Cl. Given the product [CH2:1]([O:8][C:9]([NH:11][C@H:12]1[CH2:16][CH2:15][N:14]([C@H:17]2[CH2:22][CH2:21][C@@H:20]([NH:23][OH:46])[CH2:19][C@H:18]2[NH:27][C:28](=[O:36])[O:29][CH2:30][CH2:31][Si:32]([CH3:35])([CH3:34])[CH3:33])[C:13]1=[O:37])=[O:10])[C:2]1[CH:7]=[CH:6][CH:5]=[CH:4][CH:3]=1, predict the reactants needed to synthesize it. (2) The reactants are: [N:1]1[C:6]2[CH:7]=[CH:8][NH:9][C:5]=2[C:4](=O)[NH:3][CH:2]=1.P(Cl)(Cl)([Cl:13])=O.[NH4+].[OH-]. Given the product [Cl:13][C:4]1[N:3]=[CH:2][NH:1][C:6]2=[CH:7][CH:8]=[N:9][C:5]=12, predict the reactants needed to synthesize it. (3) Given the product [F:21][C:2]1([F:1])[O:6][C:5]2[CH:7]=[CH:8][C:9]([CH2:11][CH2:12][CH2:13][OH:14])=[CH:10][C:4]=2[O:3]1, predict the reactants needed to synthesize it. The reactants are: [F:1][C:2]1([F:21])[O:6][C:5]2[CH:7]=[CH:8][C:9]([C:11]#[C:12][CH2:13][O:14]C3CCCCO3)=[CH:10][C:4]=2[O:3]1. (4) Given the product [CH3:3][C:4]1[N:5]=[C:6]([CH2:11][CH2:12][CH3:13])[N:7]([CH2:17][CH2:18][O:19][C:20]2[CH:27]=[CH:26][C:23]([CH:24]=[O:25])=[CH:22][CH:21]=2)[C:8](=[O:10])[CH:9]=1, predict the reactants needed to synthesize it. The reactants are: [H-].[Na+].[CH3:3][C:4]1[N:5]=[C:6]([CH2:11][CH2:12][CH3:13])[NH:7][C:8](=[O:10])[CH:9]=1.[Li+].[Br-].Br[CH2:17][CH2:18][O:19][C:20]1[CH:27]=[CH:26][C:23]([CH:24]=[O:25])=[CH:22][CH:21]=1.